This data is from Forward reaction prediction with 1.9M reactions from USPTO patents (1976-2016). The task is: Predict the product of the given reaction. (1) Given the reactants [Br:1][C:2]1[CH:3]=[C:4]([CH:12]([CH2:16][CH:17]2[CH2:21][CH2:20][CH2:19][CH2:18]2)[C:13]([OH:15])=O)[CH:5]=[CH:6][C:7]=1[S:8]([CH3:11])(=[O:10])=[O:9].C(Cl)(=O)C(Cl)=O.C(N(CC)C(C)C)(C)C.[NH2:37][C:38]1[CH:43]=[CH:42][N:41]=[CH:40][N:39]=1, predict the reaction product. The product is: [Br:1][C:2]1[CH:3]=[C:4]([CH:12]([CH2:16][CH:17]2[CH2:21][CH2:20][CH2:19][CH2:18]2)[C:13]([NH:37][C:38]2[CH:43]=[CH:42][N:41]=[CH:40][N:39]=2)=[O:15])[CH:5]=[CH:6][C:7]=1[S:8]([CH3:11])(=[O:9])=[O:10]. (2) Given the reactants [N:1]1[CH:6]=[CH:5][C:4]([C:7]2[S:11][C:10]([C:12]([OH:14])=O)=[CH:9][CH:8]=2)=[CH:3][CH:2]=1.[NH2:15][CH2:16][CH2:17][C:18]1[CH:23]=[CH:22][C:21]([S:24]([NH2:27])(=[O:26])=[O:25])=[CH:20][CH:19]=1, predict the reaction product. The product is: [NH2:27][S:24]([C:21]1[CH:20]=[CH:19][C:18]([CH2:17][CH2:16][NH:15][C:12]([C:10]2[S:11][C:7]([C:4]3[CH:3]=[CH:2][N:1]=[CH:6][CH:5]=3)=[CH:8][CH:9]=2)=[O:14])=[CH:23][CH:22]=1)(=[O:25])=[O:26].